Dataset: Catalyst prediction with 721,799 reactions and 888 catalyst types from USPTO. Task: Predict which catalyst facilitates the given reaction. (1) Reactant: [Cl:1][C:2]1[C:3]([I:9])=[CH:4][C:5](F)=[N:6][CH:7]=1.CS(C)=O.[NH2:14][C@H:15]1[CH2:20][CH2:19][C@H:18]([OH:21])[CH2:17][CH2:16]1. Product: [Cl:1][C:2]1[C:3]([I:9])=[CH:4][C:5]([NH:14][C@H:15]2[CH2:20][CH2:19][C@H:18]([OH:21])[CH2:17][CH2:16]2)=[N:6][CH:7]=1. The catalyst class is: 13. (2) Reactant: [CH:1]1([C:10]([OH:12])=[O:11])[CH2:6][CH2:5][CH:4](C(O)=O)[CH2:3][CH2:2]1.[C:13](C1C(C(O)=O)=CC=CC=1C(O)=O)([CH3:16])([CH3:15])[CH3:14].C1(CO)CCC(CO)CC1.OCC(C)(CO)C.C(C(CO)(CO)CC)O.[C:55]([O-:58])(=[O:57])C.[Sb+3].C([O-])(=O)C.C([O-])(=O)C. Product: [CH2:1]1[CH2:6][CH2:5][CH2:4][CH2:3][CH2:2]1.[C:10]([O:12][C:13]([CH3:16])([CH3:15])[CH3:14])(=[O:11])[C:1]1[CH:2]=[CH:3][CH:4]=[C:5]([C:55]([O-:58])=[O:57])[CH:6]=1. The catalyst class is: 196. (3) Reactant: C([O:8][C:9](=[O:26])[CH:10]([N:12]1[CH2:17][CH2:16][N:15]([C:18]([O:20][C:21]([CH3:24])([CH3:23])[CH3:22])=[O:19])[CH2:14][C:13]1=[O:25])[CH3:11])C1C=CC=CC=1.[H][H]. Product: [C:21]([O:20][C:18]([N:15]1[CH2:16][CH2:17][N:12]([CH:10]([CH3:11])[C:9]([OH:26])=[O:8])[C:13](=[O:25])[CH2:14]1)=[O:19])([CH3:24])([CH3:22])[CH3:23]. The catalyst class is: 29. (4) The catalyst class is: 5. Reactant: [NH2:1][C:2]1[CH:3]=[C:4]([SH:8])[CH:5]=[CH:6][CH:7]=1.Br[CH2:10][C:11]1[CH:20]=[CH:19][C:14]([C:15]([O:17][CH3:18])=[O:16])=[CH:13][CH:12]=1.[OH-].[Na+]. Product: [NH2:1][C:2]1[CH:3]=[C:4]([S:8][CH2:10][C:11]2[CH:20]=[CH:19][C:14]([C:15]([O:17][CH3:18])=[O:16])=[CH:13][CH:12]=2)[CH:5]=[CH:6][CH:7]=1. (5) Reactant: [NH:1]1[CH2:5][CH2:4][CH2:3][CH2:2]1.Br[CH2:7][C:8]1[S:12][C:11]([C:13]2[CH:18]=[CH:17][CH:16]=[CH:15][CH:14]=2)=[N:10][C:9]=1[C:19]([O:21][C:22]([CH3:25])([CH3:24])[CH3:23])=[O:20].C(N(C(C)C)CC)(C)C. Product: [C:13]1([C:11]2[S:12][C:8]([CH2:7][N:1]3[CH2:5][CH2:4][CH2:3][CH2:2]3)=[C:9]([C:19]([O:21][C:22]([CH3:24])([CH3:23])[CH3:25])=[O:20])[N:10]=2)[CH:14]=[CH:15][CH:16]=[CH:17][CH:18]=1. The catalyst class is: 2. (6) Reactant: [Cl:1][C:2]1[CH:10]=[CH:9][C:8]([N:11]2[CH:15]=[N:14][CH:13]=[N:12]2)=[CH:7][C:3]=1[C:4]([NH2:6])=[O:5].FC1C=CC([O:23][C:24](=O)[NH:25][C:26]2[S:27][C:28]3[CH:34]=[C:33]([S:35]([CH3:38])(=[O:37])=[O:36])[CH:32]=[CH:31][C:29]=3[N:30]=2)=CC=1.CC(C)([O-])C.[K+].Cl. The catalyst class is: 1. Product: [Cl:1][C:2]1[CH:10]=[CH:9][C:8]([N:11]2[CH:15]=[N:14][CH:13]=[N:12]2)=[CH:7][C:3]=1[C:4]([NH:6][C:24](=[O:23])[NH:25][C:26]1[S:27][C:28]2[CH:34]=[C:33]([S:35]([CH3:38])(=[O:37])=[O:36])[CH:32]=[CH:31][C:29]=2[N:30]=1)=[O:5]. (7) Reactant: Cl.[Br:2][C:3]1[CH:4]=[C:5]([NH:9][NH2:10])[CH:6]=[CH:7][CH:8]=1.[CH3:11][C:12]([CH3:19])([CH3:18])[C:13](=O)[CH2:14][C:15]#[N:16]. The catalyst class is: 14. Product: [Br:2][C:3]1[CH:4]=[C:5]([N:9]2[C:15]([NH2:16])=[CH:14][C:13]([C:12]([CH3:19])([CH3:18])[CH3:11])=[N:10]2)[CH:6]=[CH:7][CH:8]=1.